This data is from Reaction yield outcomes from USPTO patents with 853,638 reactions. The task is: Predict the reaction yield, written as a fraction of the theoretical maximum amount of product (1.0 means a 100% yield; for example, 0.34 means a 34% yield). (1) The reactants are [Cl:1][C:2]1[N:7]=[C:6]([O:8][C@H:9]([CH3:14])[C:10]([CH3:13])([OH:12])[CH3:11])[C:5]([I:15])=[CH:4][N:3]=1.[O:16]1[CH:21]=[CH:20][CH2:19][CH2:18][CH2:17]1.S(C1C=CC(C)=CC=1)([O-])(=O)=O.[NH+]1C=CC=CC=1. The catalyst is C(Cl)Cl. The product is [Cl:1][C:2]1[N:7]=[C:6]([O:8][C@H:9]([CH3:14])[C:10]([CH3:11])([O:12][CH:17]2[CH2:18][CH2:19][CH2:20][CH2:21][O:16]2)[CH3:13])[C:5]([I:15])=[CH:4][N:3]=1. The yield is 0.890. (2) The reactants are [CH2:1]([NH2:4])[CH2:2][NH2:3].CO[C:7]([CH2:9][O:10][C@@H:11]1[C@H:15]([OH:16])[C@@H:14]([CH2:17][OH:18])[O:13][C@H:12]1[N:19]1[CH:26]=[CH:25][C:23](=[O:24])[N:22](COC(=O)C(C)(C)C)[C:20]1=[O:21])=[O:8].N.[F:36][C:37]([F:44])([F:43])[C:38](OCC)=[O:39]. The catalyst is CO. The product is [F:36][C:37]([F:44])([F:43])[C:38]([NH:3][CH2:2][CH2:1][NH:4][C:7]([CH2:9][O:10][C@@H:11]1[C@H:15]([OH:16])[C@@H:14]([CH2:17][OH:18])[O:13][C@H:12]1[N:19]1[CH:26]=[CH:25][C:23](=[O:24])[NH:22][C:20]1=[O:21])=[O:8])=[O:39]. The yield is 0.600. (3) The reactants are Cl[C:2]1[C:7]([N+:8]([O-:10])=[O:9])=[CH:6][CH:5]=[C:4]([Cl:11])[N:3]=1.C(N(CC)CC)C.[CH3:19][O:20][C:21]1[CH:26]=[CH:25][C:24]([NH2:27])=[CH:23][CH:22]=1. The catalyst is CO. The product is [CH3:19][O:20][C:21]1[CH:26]=[CH:25][C:24]([NH:27][C:2]2[C:7]([N+:8]([O-:10])=[O:9])=[CH:6][CH:5]=[C:4]([Cl:11])[N:3]=2)=[CH:23][CH:22]=1. The yield is 0.720. (4) The catalyst is O. The product is [Br:22][C:12]1[NH:11][C:10]2[C:9](=[O:15])[NH:8][C:7](=[O:16])[N:6]([CH3:5])[C:14]=2[N:13]=1. The yield is 0.920. The reactants are C(O)(=O)C.[CH3:5][N:6]1[C:14]2[N:13]=[CH:12][NH:11][C:10]=2[C:9](=[O:15])[NH:8][C:7]1=[O:16].C([O-])(=O)C.[Na+].[Br:22]Br. (5) The reactants are [F:1][C:2]1[N:7]=[C:6]([CH:8]2[O:12][C:11](=[O:13])[NH:10][CH:9]2[CH2:14][C:15]2[CH:20]=[CH:19][CH:18]=[C:17]([O:21][C:22]([F:27])([F:26])[CH:23]([F:25])[F:24])[CH:16]=2)[CH:5]=[CH:4][CH:3]=1.[C:28](O[C:28]([O:30][C:31]([CH3:34])([CH3:33])[CH3:32])=[O:29])([O:30][C:31]([CH3:34])([CH3:33])[CH3:32])=[O:29].CN(C1C=CC=CN=1)C.O. The catalyst is C(#N)C. The product is [F:1][C:2]1[N:7]=[C:6]([CH:8]2[O:12][C:11](=[O:13])[N:10]([C:28]([O:30][C:31]([CH3:34])([CH3:33])[CH3:32])=[O:29])[CH:9]2[CH2:14][C:15]2[CH:20]=[CH:19][CH:18]=[C:17]([O:21][C:22]([F:27])([F:26])[CH:23]([F:24])[F:25])[CH:16]=2)[CH:5]=[CH:4][CH:3]=1. The yield is 0.940.